From a dataset of hERG Central: cardiac toxicity at 1µM, 10µM, and general inhibition. Predict hERG channel inhibition at various concentrations. (1) The drug is CCN(C(=O)CSc1nc2ccc([N+](=O)[O-])cc2s1)C1CCS(=O)(=O)C1. Results: hERG_inhib (hERG inhibition (general)): blocker. (2) The drug is Cn1c(CN2CCCC2)nc2cc(NS(=O)(=O)c3ccc(Cl)cc3)ccc21. Results: hERG_inhib (hERG inhibition (general)): blocker.